Dataset: Full USPTO retrosynthesis dataset with 1.9M reactions from patents (1976-2016). Task: Predict the reactants needed to synthesize the given product. (1) Given the product [Si:7]([O:6][CH2:5][C:4]1[CH:3]=[C:2]([CH2:22][C:21](=[O:20])[CH3:23])[CH:16]=[CH:15][CH:14]=1)([C:10]([CH3:13])([CH3:12])[CH3:11])([CH3:9])[CH3:8], predict the reactants needed to synthesize it. The reactants are: Br[C:2]1[CH:3]=[C:4]([CH:14]=[CH:15][CH:16]=1)[CH2:5][O:6][Si:7]([C:10]([CH3:13])([CH3:12])[CH3:11])([CH3:9])[CH3:8].C([O:20][C:21]([CH3:23])=[CH2:22])(=O)C.C[O-].C([Sn+](CCCC)CCCC)CCC.C1(C)C=CC=CC=1P(C1C=CC=CC=1C)C1C=CC=CC=1C. (2) Given the product [C:6]([C:5]1[CH:9]=[CH:10][C:2]([NH:1][C:33]([C:22]2[N:23]([CH2:25][O:26][CH2:27][CH2:28][Si:29]([CH3:32])([CH3:31])[CH3:30])[CH:24]=[C:20]([C:18]#[N:19])[N:21]=2)=[O:34])=[C:3]([C:11]2[CH2:16][CH2:15][CH2:14][CH2:13][CH:12]=2)[CH:4]=1)(=[O:7])[NH2:8], predict the reactants needed to synthesize it. The reactants are: [NH2:1][C:2]1[CH:10]=[CH:9][C:5]([C:6]([NH2:8])=[O:7])=[CH:4][C:3]=1[C:11]1[CH2:16][CH2:15][CH2:14][CH2:13][CH:12]=1.[K+].[C:18]([C:20]1[N:21]=[C:22]([C:33]([O-])=[O:34])[N:23]([CH2:25][O:26][CH2:27][CH2:28][Si:29]([CH3:32])([CH3:31])[CH3:30])[CH:24]=1)#[N:19]. (3) Given the product [NH2:1][C:4]1[CH:9]=[CH:8][C:7]([C:10]2[S:11][CH:12]=[CH:13][CH:14]=2)=[CH:6][C:5]=1[NH:15][C:16](=[O:25])[O:17][CH2:18][CH:19]1[CH2:20][CH2:21][CH2:22][CH2:23][CH2:24]1, predict the reactants needed to synthesize it. The reactants are: [N+:1]([C:4]1[CH:9]=[CH:8][C:7]([C:10]2[S:11][CH:12]=[CH:13][CH:14]=2)=[CH:6][C:5]=1[NH:15][C:16](=[O:25])[O:17][CH2:18][CH:19]1[CH2:24][CH2:23][CH2:22][CH2:21][CH2:20]1)([O-])=O.C([O-])=O.[NH4+].